Dataset: Full USPTO retrosynthesis dataset with 1.9M reactions from patents (1976-2016). Task: Predict the reactants needed to synthesize the given product. The reactants are: O[CH:2]1[O:6][C:5](=O)[CH:4]=[C:3]1[C:8]1[CH:13]=[CH:12][CH:11]=[CH:10][CH:9]=1.O.[NH2:15][NH2:16]. Given the product [C:8]1([C:3]2[CH:4]=[C:5]([OH:6])[N:15]=[N:16][CH:2]=2)[CH:13]=[CH:12][CH:11]=[CH:10][CH:9]=1, predict the reactants needed to synthesize it.